Dataset: Forward reaction prediction with 1.9M reactions from USPTO patents (1976-2016). Task: Predict the product of the given reaction. (1) Given the reactants [N+:1]([C:4]1[CH:9]=[CH:8][CH:7]=[C:6]([N+:10]([O-:12])=[O:11])[C:5]=1[CH3:13])([O-:3])=[O:2].[CH2:14]([O:16][C:17](=[O:23])[C:18](OCC)=[O:19])[CH3:15].CC[O-].[Na+].Cl, predict the reaction product. The product is: [N+:1]([C:4]1[CH:9]=[CH:8][CH:7]=[C:6]([N+:10]([O-:12])=[O:11])[C:5]=1[CH2:13][C:18](=[O:19])[C:17]([O:16][CH2:14][CH3:15])=[O:23])([O-:3])=[O:2]. (2) Given the reactants [H-].[Al+3].[Li+].[H-].[H-].[H-].[F:7][C:8]1[CH:13]=[CH:12][C:11]([N:14]2[CH2:19][CH2:18][N:17]([C:20]([CH3:27])([CH3:26])[C:21](OCC)=[O:22])[CH2:16][CH2:15]2)=[CH:10][CH:9]=1.[OH-].[Na+], predict the reaction product. The product is: [F:7][C:8]1[CH:9]=[CH:10][C:11]([N:14]2[CH2:15][CH2:16][N:17]([C:20]([CH3:27])([CH3:26])[CH2:21][OH:22])[CH2:18][CH2:19]2)=[CH:12][CH:13]=1. (3) Given the reactants [CH:1]([OH:3])=[O:2].C(C1C=CC=CC=1[N:13]1[CH2:18][CH2:17][N:16]([CH2:19][CH2:20]C2C3(CCCCC3)CC(=O)O2)[CH2:15][CH2:14]1)(C)C.CC1C=CC(S(OC[CH:44]([CH:46]2[CH2:50][C:49]3([CH2:54][CH2:53][CH2:52][CH2:51]3)[C:48](=[O:55])[O:47]2)C)(=O)=O)=CC=1.[CH3:56][C:57]1[CH:62]=[CH:61][C:60](S(OCCC2C3(CCCCC3)CC(=O)O2)(=O)=O)=[CH:59][CH:58]=1.C1(C)C=CC(N2CCNCC2)=CC=1.C(C1C=CC=CC=1N1CCNCC1)(C)C, predict the reaction product. The product is: [CH:1]([OH:3])=[O:2].[C:57]1([CH3:56])[CH:62]=[CH:61][C:60]([N:13]2[CH2:18][CH2:17][N:16]([CH2:19][CH2:20][CH2:44][CH:46]3[CH2:50][C:49]4([CH2:54][CH2:53][CH2:52][CH2:51]4)[C:48](=[O:55])[O:47]3)[CH2:15][CH2:14]2)=[CH:59][CH:58]=1.